This data is from Full USPTO retrosynthesis dataset with 1.9M reactions from patents (1976-2016). The task is: Predict the reactants needed to synthesize the given product. (1) Given the product [C:1]([O:5][C:6](=[O:36])[NH:7][C:8]1([C:12]2[CH:17]=[CH:16][C:15]([C:18]3[C:19](=[O:20])[C:47]4[C:46](=[CH:45][CH:44]=[CH:39][C:38]=4[F:37])[O:28][C:27]=3[C:26]3[CH:21]=[CH:22][CH:23]=[CH:24][CH:25]=3)=[CH:14][CH:13]=2)[CH2:9][CH2:10][CH2:11]1)([CH3:4])([CH3:2])[CH3:3], predict the reactants needed to synthesize it. The reactants are: [C:1]([O:5][C:6](=[O:36])[NH:7][C:8]1([C:12]2[CH:17]=[CH:16][C:15]([C:18]3[C:27](=[O:28])[C:26]4[C:21](=[CH:22][CH:23]=[C:24](F)[CH:25]=4)[O:20][C:19]=3C3C=CC=CC=3)=[CH:14][CH:13]=2)[CH2:11][CH2:10][CH2:9]1)([CH3:4])([CH3:3])[CH3:2].[F:37][C:38]1[CH:47]=[CH:46][CH:45]=[C:44]2[C:39]=1C(=O)C(I)=C(C1C=CC=CC=1)O2. (2) Given the product [CH3:29][O:28][C:26](=[O:27])[CH2:25][N:7]1[C:8]2[C:4](=[CH:3][C:2]([I:1])=[CH:10][CH:9]=2)[C:5](=[O:12])[C:6]1=[O:11], predict the reactants needed to synthesize it. The reactants are: [I:1][C:2]1[CH:3]=[C:4]2[C:8](=[CH:9][CH:10]=1)[NH:7][C:6](=[O:11])[C:5]2=[O:12].C1CCN2C(=NCCC2)CC1.Br[CH2:25][C:26]([O:28][CH3:29])=[O:27]. (3) The reactants are: [CH2:1]([C:3]1[S:7][C:6]([C:8](=[O:10])[CH3:9])=[CH:5][C:4]=1[C:11]1[CH:16]=[CH:15][CH:14]=[CH:13][CH:12]=1)[CH3:2].[CH3:17][C:18]1[CH:19]=[C:20]([CH:23]=[C:24]([CH3:27])[C:25]=1[OH:26])[CH:21]=O. Given the product [OH:26][C:25]1[C:24]([CH3:27])=[CH:23][C:20]([CH2:21][CH2:9][C:8]([C:6]2[S:7][C:3]([CH2:1][CH3:2])=[C:4]([C:11]3[CH:16]=[CH:15][CH:14]=[CH:13][CH:12]=3)[CH:5]=2)=[O:10])=[CH:19][C:18]=1[CH3:17], predict the reactants needed to synthesize it. (4) Given the product [CH2:20]([O:19][C:17]([CH2:16][C:8]([CH2:22][CH2:23][CH2:24][CH2:25][CH3:26])([C:6]([OH:7])=[O:5])[C:9]([OH:11])=[O:10])=[O:18])[CH3:21], predict the reactants needed to synthesize it. The reactants are: C([O:5][C:6]([C:8]([CH2:22][CH2:23][CH2:24][CH2:25][CH3:26])([CH2:16][C:17]([O:19][CH2:20][CH3:21])=[O:18])[C:9]([O:11]C(C)(C)C)=[O:10])=[O:7])(C)(C)C.C(O)(C(F)(F)F)=O. (5) Given the product [O:2]1[C:3]2[CH:9]=[CH:8][C:7]([CH2:10][C:11]([NH:20][C:21]3[S:22][CH:23]=[C:24]([C:26]4[CH:27]=[CH:28][C:29]([Cl:32])=[CH:30][CH:31]=4)[N:25]=3)=[O:13])=[CH:6][C:4]=2[O:5][CH2:1]1, predict the reactants needed to synthesize it. The reactants are: [CH2:1]1[O:5][C:4]2[CH:6]=[C:7]([CH2:10][C:11]([OH:13])=O)[CH:8]=[CH:9][C:3]=2[O:2]1.C(Cl)(=O)C(Cl)=O.[NH2:20][C:21]1[S:22][CH:23]=[C:24]([C:26]2[CH:31]=[CH:30][C:29]([Cl:32])=[CH:28][CH:27]=2)[N:25]=1.N1C=CC=CC=1. (6) Given the product [OH:28][N:27]([C:25]1[CH:24]=[C:23]([CH3:29])[C:22]([OH:30])=[C:21]([CH3:20])[CH:26]=1)[C:12](=[O:19])[C:13]1[CH:18]=[CH:17][CH:16]=[CH:15][CH:14]=1, predict the reactants needed to synthesize it. The reactants are: C1CCN2C(=NCCC2)CC1.[CH:12](=[O:19])[C:13]1[CH:18]=[CH:17][CH:16]=[CH:15][CH:14]=1.[CH3:20][C:21]1[CH:26]=[C:25]([N:27]=[O:28])[CH:24]=[C:23]([CH3:29])[C:22]=1[OH:30]. (7) Given the product [ClH:24].[ClH:24].[CH3:23][N:2]([CH3:1])[CH2:3][CH2:4][C:5]1[CH:22]=[CH:21][C:8]2[NH:9][C:10](=[O:17])[C:11]3[CH2:12][CH2:13][CH2:14][NH:15][C:16]=3[C:7]=2[CH:6]=1, predict the reactants needed to synthesize it. The reactants are: [CH3:1][N:2]([CH3:23])[CH2:3][CH2:4][C:5]1[CH:22]=[CH:21][C:8]2[N:9](COC)[C:10](=[O:17])[C:11]3[CH2:12][CH2:13][CH2:14][NH:15][C:16]=3[C:7]=2[CH:6]=1.[ClH:24].